This data is from Catalyst prediction with 721,799 reactions and 888 catalyst types from USPTO. The task is: Predict which catalyst facilitates the given reaction. (1) Reactant: [O:1]1[C:6]2[CH:7]=[CH:8][C:9]([C:11]([C:19]3[C:27]4[C:22](=[C:23]([CH2:28][S:29][CH3:30])[CH:24]=[CH:25][CH:26]=4)[NH:21][CH:20]=3)([CH3:18])[CH2:12][C:13](OCC)=[O:14])=[CH:10][C:5]=2[O:4][CH2:3][CH2:2]1.[H-].[Al+3].[Li+].[H-].[H-].[H-].O.C(#N)C. Product: [O:1]1[C:6]2[CH:7]=[CH:8][C:9]([C:11]([C:19]3[C:27]4[C:22](=[C:23]([CH2:28][S:29][CH3:30])[CH:24]=[CH:25][CH:26]=4)[NH:21][CH:20]=3)([CH3:18])[CH2:12][CH2:13][OH:14])=[CH:10][C:5]=2[O:4][CH2:3][CH2:2]1. The catalyst class is: 7. (2) Product: [Cl:19][C:17]1[CH:16]=[N:15][C:4]2[N:5]=[C:6]([N:8]3[CH2:13][CH2:12][N:11]([CH3:14])[CH2:10][CH2:9]3)[N:7]=[C:2]([NH:21][NH2:22])[C:3]=2[CH:18]=1. The catalyst class is: 14. Reactant: Cl[C:2]1[C:3]2[CH:18]=[C:17]([Cl:19])[CH:16]=[N:15][C:4]=2[N:5]=[C:6]([N:8]2[CH2:13][CH2:12][N:11]([CH3:14])[CH2:10][CH2:9]2)[N:7]=1.O.[NH2:21][NH2:22]. (3) Reactant: Cl[C:2]1[N:10]=[C:9]([Cl:11])[CH:8]=[CH:7][C:3]=1[C:4]([NH2:6])=[O:5].BrC1C=CC(O[CH:18]2[CH2:27][CH2:26][C:21]3(OCCO3)[CH2:20][CH2:19]2)=CC=1.[C:30]([O-:33])([O-])=[O:31].[Cs+].[Cs+].[CH3:36]OCCOC.O. Product: [C:4]([C:3]1[C:2]([C:21]2[CH:20]=[CH:19][C:18]([C:30]([O:33][CH3:36])=[O:31])=[CH:27][CH:26]=2)=[N:10][C:9]([Cl:11])=[CH:8][CH:7]=1)(=[O:5])[NH2:6]. The catalyst class is: 140. (4) Reactant: [CH3:1][O:2][C:3](=[O:35])[CH2:4][CH:5]1[C:14]2[C:9](=[C:10]([F:15])[CH:11]=[CH:12][CH:13]=2)[N:8]=[C:7]([C:16]2[CH:21]=[CH:20][C:19](Br)=[CH:18][CH:17]=2)[N:6]1[C:23]1[CH:28]=[C:27]([C:29]([F:32])([F:31])[F:30])[CH:26]=[CH:25][C:24]=1[O:33][CH3:34].[F:36][C:37]1[CH:42]=[CH:41][C:40](B(O)O)=[CH:39][CH:38]=1.C(=O)([O-])[O-].[Na+].[Na+]. The catalyst class is: 600. Product: [CH3:1][O:2][C:3](=[O:35])[CH2:4][CH:5]1[C:14]2[C:9](=[C:10]([F:15])[CH:11]=[CH:12][CH:13]=2)[N:8]=[C:7]([C:16]2[CH:21]=[CH:20][C:19]([C:40]3[CH:41]=[CH:42][C:37]([F:36])=[CH:38][CH:39]=3)=[CH:18][CH:17]=2)[N:6]1[C:23]1[CH:28]=[C:27]([C:29]([F:32])([F:31])[F:30])[CH:26]=[CH:25][C:24]=1[O:33][CH3:34].